From a dataset of Forward reaction prediction with 1.9M reactions from USPTO patents (1976-2016). Predict the product of the given reaction. (1) Given the reactants C(O[C:4](=[O:18])[CH2:5][CH2:6][NH:7][C:8]([O:10][CH2:11][C:12]1[CH:17]=[CH:16][CH:15]=[CH:14][CH:13]=1)=[O:9])C.[Li+].C[Si]([N-][Si](C)(C)C)(C)C.[CH:29]1([NH:34][C:35]2[C:40]([CH:41]=O)=[CH:39][N:38]=[C:37]([S:43][CH3:44])[N:36]=2)[CH2:33][CH2:32][CH2:31][CH2:30]1, predict the reaction product. The product is: [CH2:11]([O:10][C:8](=[O:9])[NH:7][CH2:6][C:5]1[C:4](=[O:18])[N:34]([CH:29]2[CH2:33][CH2:32][CH2:31][CH2:30]2)[C:35]2[N:36]=[C:37]([S:43][CH3:44])[N:38]=[CH:39][C:40]=2[CH:41]=1)[C:12]1[CH:13]=[CH:14][CH:15]=[CH:16][CH:17]=1. (2) Given the reactants [C:1]1([C:15]2[CH:20]=[CH:19][CH:18]=[CH:17][CH:16]=2)[CH:6]=[CH:5][CH:4]=[C:3]([C:7]2([CH2:13][NH2:14])[CH2:12][CH2:11][O:10][CH2:9][CH2:8]2)[CH:2]=1.[F:21][C:22]([F:38])([F:37])[C:23]1[O:27][N:26]=[C:25]([C:28]2[CH:29]=[C:30]([CH:34]=[CH:35][CH:36]=2)[C:31](O)=[O:32])[N:24]=1, predict the reaction product. The product is: [C:1]1([C:15]2[CH:20]=[CH:19][CH:18]=[CH:17][CH:16]=2)[CH:6]=[CH:5][CH:4]=[C:3]([C:7]2([CH2:13][NH:14][C:31](=[O:32])[C:30]3[CH:34]=[CH:35][CH:36]=[C:28]([C:25]4[N:24]=[C:23]([C:22]([F:38])([F:37])[F:21])[O:27][N:26]=4)[CH:29]=3)[CH2:8][CH2:9][O:10][CH2:11][CH2:12]2)[CH:2]=1. (3) Given the reactants [C:1]1([CH3:15])[CH:6]=[CH:5][C:4]([S:7]([C:10]2[N:14]=[CH:13][NH:12][N:11]=2)(=[O:9])=[O:8])=[CH:3][CH:2]=1.[CH3:16][N:17]([CH3:21])[C:18](Cl)=[O:19].C(=O)([O-])[O-].[K+].[K+], predict the reaction product. The product is: [C:1]1([CH3:15])[CH:2]=[CH:3][C:4]([S:7]([C:10]2[N:14]=[CH:13][N:12]([C:18](=[O:19])[N:17]([CH3:21])[CH3:16])[N:11]=2)(=[O:9])=[O:8])=[CH:5][CH:6]=1. (4) The product is: [Br:8][C:5]1[CH:6]=[CH:7][C:2]([N:9]2[CH2:13][CH2:12][C@@H:11]([OH:14])[CH2:10]2)=[N:3][CH:4]=1. Given the reactants Br[C:2]1[CH:7]=[CH:6][C:5]([Br:8])=[CH:4][N:3]=1.[NH:9]1[CH2:13][CH2:12][C@@H:11]([OH:14])[CH2:10]1.CC([O-])(C)C.[Na+], predict the reaction product. (5) Given the reactants [CH:1]1[C:2]([CH2:10][C@@H:11]([NH2:28])[CH2:12][C:13]([N:15]2[CH2:27][C:19]3=[N:20][N:21]=[C:22]([C:23]([F:26])([F:25])[F:24])[N:18]3[CH2:17][CH2:16]2)=[O:14])=[C:3]([F:9])[CH:4]=[C:5]([F:8])[C:6]=1[F:7].C([O-])(=O)C(C1C=CC=CC=1)O, predict the reaction product. The product is: [CH:1]1[C:2]([CH2:10][C@@H:11]([NH2:28])[CH2:12][C:13]([N:15]2[CH2:27][C:19]3=[N:20][N:21]=[C:22]([C:23]([F:26])([F:25])[F:24])[N:18]3[CH2:17][CH2:16]2)=[O:14])=[C:3]([F:9])[CH:4]=[C:5]([F:8])[C:6]=1[F:7].